Dataset: NCI-60 drug combinations with 297,098 pairs across 59 cell lines. Task: Regression. Given two drug SMILES strings and cell line genomic features, predict the synergy score measuring deviation from expected non-interaction effect. (1) Drug 1: CCC1=CC2CC(C3=C(CN(C2)C1)C4=CC=CC=C4N3)(C5=C(C=C6C(=C5)C78CCN9C7C(C=CC9)(C(C(C8N6C)(C(=O)OC)O)OC(=O)C)CC)OC)C(=O)OC.C(C(C(=O)O)O)(C(=O)O)O. Drug 2: C1=C(C(=O)NC(=O)N1)F. Cell line: DU-145. Synergy scores: CSS=67.0, Synergy_ZIP=-2.50, Synergy_Bliss=-4.18, Synergy_Loewe=-0.968, Synergy_HSA=-0.341. (2) Drug 1: CC1CCC2CC(C(=CC=CC=CC(CC(C(=O)C(C(C(=CC(C(=O)CC(OC(=O)C3CCCCN3C(=O)C(=O)C1(O2)O)C(C)CC4CCC(C(C4)OC)O)C)C)O)OC)C)C)C)OC. Drug 2: CC1=C2C(C(=O)C3(C(CC4C(C3C(C(C2(C)C)(CC1OC(=O)C(C(C5=CC=CC=C5)NC(=O)OC(C)(C)C)O)O)OC(=O)C6=CC=CC=C6)(CO4)OC(=O)C)O)C)O. Cell line: NCI-H522. Synergy scores: CSS=17.4, Synergy_ZIP=1.67, Synergy_Bliss=2.76, Synergy_Loewe=-2.80, Synergy_HSA=1.97. (3) Drug 1: COC1=NC(=NC2=C1N=CN2C3C(C(C(O3)CO)O)O)N. Drug 2: C1=CN(C=N1)CC(O)(P(=O)(O)O)P(=O)(O)O. Cell line: TK-10. Synergy scores: CSS=0.675, Synergy_ZIP=4.84, Synergy_Bliss=-0.830, Synergy_Loewe=-1.91, Synergy_HSA=-1.32.